Predict which catalyst facilitates the given reaction. From a dataset of Catalyst prediction with 721,799 reactions and 888 catalyst types from USPTO. (1) Reactant: Cl[C:2]1[CH:3]=[CH:4][C:5]2[N:6]([CH:8]=[CH:9][N:10]=2)[N:7]=1.[CH2:11]([O:13][C:14]([C:16]1[CH:21]=[CH:20][C:19](B(O)O)=[CH:18][CH:17]=1)=[O:15])[CH3:12].[O-]P([O-])([O-])=O.[K+].[K+].[K+]. Product: [N:10]1[CH:9]=[CH:8][N:6]2[C:5]=1[CH:4]=[CH:3][C:2]([C:19]1[CH:20]=[CH:21][C:16]([C:14]([O:13][CH2:11][CH3:12])=[O:15])=[CH:17][CH:18]=1)=[N:7]2. The catalyst class is: 667. (2) Reactant: [CH2:1]([NH:8][C:9]1[CH:14]=[CH:13][CH:12]=[CH:11][C:10]=1[N+:15]([O-])=O)[C:2]1[CH:7]=[CH:6][CH:5]=[CH:4][CH:3]=1.O.NN. Product: [CH2:1]([NH:8][C:9]1[C:10]([NH2:15])=[CH:11][CH:12]=[CH:13][CH:14]=1)[C:2]1[CH:3]=[CH:4][CH:5]=[CH:6][CH:7]=1. The catalyst class is: 94. (3) Reactant: [I:1][C:2]1[CH:3]=[C:4]([CH:6]=[CH:7][CH:8]=1)[NH2:5].[Br:9]C1C(=O)C(Br)=CC(Br)(Br)C=1. Product: [Br:9][C:8]1[CH:7]=[CH:6][C:4]([NH2:5])=[CH:3][C:2]=1[I:1]. The catalyst class is: 74. (4) Reactant: [F:1][CH2:2][CH:3]([O:6][C:7]1[CH:8]=[C:9]([CH:19]=[C:20]([OH:22])[CH:21]=1)[C:10]([NH:12][C:13]1[CH:17]=[CH:16][N:15]([CH3:18])[N:14]=1)=[O:11])[CH2:4][F:5].Cl[C:24]1[N:25]=[CH:26][C:27]([C:30]([O:32][CH3:33])=[O:31])=[N:28][CH:29]=1.C(=O)([O-])[O-].[K+].[K+]. Product: [F:5][CH2:4][CH:3]([O:6][C:7]1[CH:21]=[C:20]([O:22][C:24]2[N:25]=[CH:26][C:27]([C:30]([O:32][CH3:33])=[O:31])=[N:28][CH:29]=2)[CH:19]=[C:9]([C:10]([NH:12][C:13]2[CH:17]=[CH:16][N:15]([CH3:18])[N:14]=2)=[O:11])[CH:8]=1)[CH2:2][F:1]. The catalyst class is: 10. (5) The catalyst class is: 61. Reactant: [C:1]([CH:4]1[C:8](=O)[CH:7]([C:10]2[CH:15]=[CH:14][C:13]([Cl:16])=[CH:12][CH:11]=2)[N:6]([C:17]2[CH:22]=[C:21]([CH3:23])[C:20](=[O:24])[N:19]([CH3:25])[CH:18]=2)[C:5]1=[O:26])(=O)[CH3:2].O.[NH2:28][NH2:29]. Product: [Cl:16][C:13]1[CH:12]=[CH:11][C:10]([CH:7]2[C:8]3=[N:28][NH:29][C:1]([CH3:2])=[C:4]3[C:5](=[O:26])[N:6]2[C:17]2[CH:22]=[C:21]([CH3:23])[C:20](=[O:24])[N:19]([CH3:25])[CH:18]=2)=[CH:15][CH:14]=1.